From a dataset of Peptide-MHC class II binding affinity with 134,281 pairs from IEDB. Regression. Given a peptide amino acid sequence and an MHC pseudo amino acid sequence, predict their binding affinity value. This is MHC class II binding data. (1) The peptide sequence is QPYVLSVASLTSAGQ. The MHC is HLA-DPA10301-DPB10402 with pseudo-sequence HLA-DPA10301-DPB10402. The binding affinity (normalized) is 0.205. (2) The peptide sequence is HYKGSSFHRVIPGFM. The MHC is DRB1_1101 with pseudo-sequence DRB1_1101. The binding affinity (normalized) is 0.508. (3) The peptide sequence is FVAGAKYMVIQGEPG. The MHC is DRB1_1201 with pseudo-sequence DRB1_1201. The binding affinity (normalized) is 0.279. (4) The peptide sequence is EGGVWTFDSEEPLQGPFNFR. The MHC is DRB4_0101 with pseudo-sequence DRB4_0103. The binding affinity (normalized) is 0.154.